From a dataset of Catalyst prediction with 721,799 reactions and 888 catalyst types from USPTO. Predict which catalyst facilitates the given reaction. (1) Reactant: [O:1]1[CH2:5][CH2:4][CH:3]([CH:6]2[C:15]3[C:10](=[CH:11][CH:12]=[CH:13][CH:14]=3)[N:9]([CH2:16][CH2:17][NH2:18])[CH2:8][CH2:7]2)[CH2:2]1.C=O.[C:21](O)(C(F)(F)F)=O. Product: [O:1]1[CH2:5][CH2:4][CH:3]([CH:6]2[C:15]3[C:10]4=[C:11]([CH2:21][NH:18][CH2:17][CH2:16][N:9]4[CH2:8][CH2:7]2)[CH:12]=[CH:13][CH:14]=3)[CH2:2]1. The catalyst class is: 8. (2) Reactant: Cl.[CH2:2]1[C:11]2[C:6](=[CH:7][C:8]([C:12]([O:14][CH3:15])=[O:13])=[CH:9][CH:10]=2)[CH2:5][CH2:4][NH:3]1.[Br:16][C:17]1[CH:24]=[CH:23][C:20]([CH2:21]Br)=[CH:19][CH:18]=1.C([O-])([O-])=O.[K+].[K+].CCOC(C)=O. Product: [Br:16][C:17]1[CH:24]=[CH:23][C:20]([CH2:21][N:3]2[CH2:4][CH2:5][C:6]3[C:11](=[CH:10][CH:9]=[C:8]([C:12]([O:14][CH3:15])=[O:13])[CH:7]=3)[CH2:2]2)=[CH:19][CH:18]=1. The catalyst class is: 18. (3) Reactant: C(N(CC)C(C)C)(C)C.[NH2:10][CH2:11][CH:12]([OH:14])[CH3:13].[Cl:15][C:16]1[CH:38]=[CH:37][C:19]([CH2:20][NH:21][C:22]([C:24]2[C:25](=[O:36])[C:26]3[CH:33]=[C:32]([CH2:34]Cl)[O:31][C:27]=3[N:28]([CH3:30])[CH:29]=2)=[O:23])=[CH:18][CH:17]=1.O. Product: [Cl:15][C:16]1[CH:38]=[CH:37][C:19]([CH2:20][NH:21][C:22]([C:24]2[C:25](=[O:36])[C:26]3[CH:33]=[C:32]([CH2:34][NH:10][CH2:11][CH:12]([OH:14])[CH3:13])[O:31][C:27]=3[N:28]([CH3:30])[CH:29]=2)=[O:23])=[CH:18][CH:17]=1. The catalyst class is: 3.